Task: Predict the reactants needed to synthesize the given product.. Dataset: Full USPTO retrosynthesis dataset with 1.9M reactions from patents (1976-2016) (1) Given the product [N:2]1([C:6]2[N:10]3[CH:11]=[CH:12][N:13]=[C:14]([NH2:1])[C:9]3=[C:8]([Br:16])[N:7]=2)[CH2:5][CH2:4][CH2:3]1, predict the reactants needed to synthesize it. The reactants are: [NH3:1].[N:2]1([C:6]2[N:10]3[CH:11]=[CH:12][N:13]=[C:14](Cl)[C:9]3=[C:8]([Br:16])[N:7]=2)[CH2:5][CH2:4][CH2:3]1. (2) Given the product [CH2:1]([C:8]1[C:9]2[C:17]([OH:18])=[CH:16][C:15](=[O:19])[N:14]([OH:20])[C:10]=2[N:11]=[CH:12][N:13]=1)[C:2]1[CH:3]=[CH:4][CH:5]=[CH:6][CH:7]=1, predict the reactants needed to synthesize it. The reactants are: [CH2:1]([C:8]1[C:9]2[C:17]([OH:18])=[CH:16][C:15](=[O:19])[N:14]([O:20]CC3C=CC=CC=3)[C:10]=2[N:11]=[CH:12][N:13]=1)[C:2]1[CH:7]=[CH:6][CH:5]=[CH:4][CH:3]=1.Cl.C(O)(C(F)(F)F)=O. (3) Given the product [C:14]([NH:13][C@H:10]1[CH2:11][CH2:12][C@H:7]([C:4]([CH3:6])([CH3:5])[C:3]([OH:17])=[O:2])[CH2:8][CH2:9]1)(=[O:16])[CH3:15], predict the reactants needed to synthesize it. The reactants are: C[O:2][C:3](=[O:17])[C:4]([C@H:7]1[CH2:12][CH2:11][C@H:10]([NH:13][C:14](=[O:16])[CH3:15])[CH2:9][CH2:8]1)([CH3:6])[CH3:5].[OH-].[Li+].Cl. (4) Given the product [CH3:1][O:2][C:3](=[S:30])[NH:4][CH2:5][C:6]1[N:7]=[N:8][N:9]([C:11]2[CH:12]=[C:13]([F:29])[C:14]([NH2:18])=[C:15]([F:17])[CH:16]=2)[CH:10]=1, predict the reactants needed to synthesize it. The reactants are: [CH3:1][O:2][C:3](=[S:30])[NH:4][CH2:5][C:6]1[N:7]=[N:8][N:9]([C:11]2[CH:16]=[C:15]([F:17])[C:14]([N:18]3C(=O)C4C(=CC=CC=4)C3=O)=[C:13]([F:29])[CH:12]=2)[CH:10]=1.C(N)CN.